The task is: Predict the reactants needed to synthesize the given product.. This data is from Full USPTO retrosynthesis dataset with 1.9M reactions from patents (1976-2016). (1) Given the product [F:29][C:30]1[CH:31]=[CH:32][C:33]([C:34]([CH:59]2[CH2:60][CH2:48][N:45]([C:46]([C:20]3[CH:24]=[CH:25][C:17]([C:15]([NH:14][CH:11]4[CH2:12][CH2:13][N:8]([CH2:7][C:6]5[CH:5]=[CH:4][C:3]([O:2][CH3:1])=[CH:27][CH:26]=5)[CH2:9][CH2:10]4)=[O:16])=[N:18][CH:19]=3)=[O:47])[CH2:44][CH2:58]2)=[O:35])=[CH:42][CH:43]=1, predict the reactants needed to synthesize it. The reactants are: [CH3:1][O:2][C:3]1[CH:27]=[CH:26][C:6]([CH2:7][N:8]2[CH2:13][CH2:12][CH:11]([NH:14][C:15]([C:17]3[CH:25]=[CH:24][C:20](C(O)=O)=[CH:19][N:18]=3)=[O:16])[CH2:10][CH2:9]2)=[CH:5][CH:4]=1.Cl.[F:29][C:30]1[CH:43]=[CH:42][C:33]([C:34](N2CCCCC2)=[O:35])=[CH:32][CH:31]=1.[CH3:44][N:45]([CH3:48])[CH:46]=[O:47].CN(C(ON1N=N[C:59]2[CH:60]=CC=N[C:58]1=2)=[N+](C)C)C.F[P-](F)(F)(F)(F)F. (2) Given the product [Cl:30][C:4]1[CH:3]=[CH:2][C:1]([C:7]2([C:12]3[CH:17]=[CH:16][C:15]([C:18]4[NH:22][C:21]5[CH:23]=[CH:24][C:25]([C:27]([NH2:29])=[O:28])=[CH:26][C:20]=5[N:19]=4)=[CH:14][CH:13]=3)[O:8][CH2:9][CH2:10][O:11]2)=[CH:6][CH:5]=1, predict the reactants needed to synthesize it. The reactants are: [C:1]1([C:7]2([C:12]3[CH:17]=[CH:16][C:15]([C:18]4[NH:22][C:21]5[CH:23]=[CH:24][C:25]([C:27]([NH2:29])=[O:28])=[CH:26][C:20]=5[N:19]=4)=[CH:14][CH:13]=3)[O:11][CH2:10][CH2:9][O:8]2)[CH:6]=[CH:5][CH:4]=[CH:3][CH:2]=1.[Cl:30]C1C=CC(C2(C3C=CC(C4NC5C=CC(C(O)=O)=CC=5N=4)=CC=3)OCCO2)=CC=1.C(N1C=CN=C1)(N1C=CN=C1)=O.C(=O)(O)[O-].[NH4+].[NH4+].[Cl-]. (3) Given the product [CH3:1][S:2]([C:5]1[CH:6]=[CH:7][C:8]([O:11][C:12]2[CH:13]=[C:14]3[C:18](=[C:19]([O:21][CH:22]4[CH2:23][CH2:24][O:25][CH2:26][CH2:27]4)[CH:20]=2)[NH:17][C:16]([C:28]2[S:29][CH:30]([CH2:33][C:34]([N:60]4[CH2:63][CH:62]([OH:64])[CH2:61]4)=[O:35])[CH2:31][N:32]=2)=[CH:15]3)=[N:9][CH:10]=1)(=[O:4])=[O:3], predict the reactants needed to synthesize it. The reactants are: [CH3:1][S:2]([C:5]1[CH:6]=[CH:7][C:8]([O:11][C:12]2[CH:13]=[C:14]3[C:18](=[C:19]([O:21][CH:22]4[CH2:27][CH2:26][O:25][CH2:24][CH2:23]4)[CH:20]=2)[NH:17][C:16]([C:28]2[S:29][CH:30]([CH2:33][C:34](O)=[O:35])[CH2:31][N:32]=2)=[CH:15]3)=[N:9][CH:10]=1)(=[O:4])=[O:3].N1(O)C2C=CC=CC=2N=N1.Cl.CN(C)CCCN=C=NCC.Cl.[NH:60]1[CH2:63][CH:62]([OH:64])[CH2:61]1. (4) Given the product [Cl:1][C:2]1[N:3]=[CH:4][C:5]2[N:11]([CH3:18])[C:10](=[O:12])[CH2:9][CH2:8][N:7]([CH2:13][CH2:14][O:15][CH3:16])[C:6]=2[N:17]=1, predict the reactants needed to synthesize it. The reactants are: [Cl:1][C:2]1[N:3]=[CH:4][C:5]2[NH:11][C:10](=[O:12])[CH2:9][CH2:8][N:7]([CH2:13][CH2:14][O:15][CH3:16])[C:6]=2[N:17]=1.[CH3:18]N(C)C(=O)C.IC.[H-].[Na+]. (5) Given the product [Br:1][C:2]1[CH:3]=[C:4]([NH:23][CH2:24][C:25]2[N:26]=[CH:27][N:32]([CH3:31])[C:30]=2[CH3:29])[CH:5]=[C:6]2[C:11]=1[N:10]=[CH:9][C:8]([C:12]#[N:13])=[C:7]2[NH:14][C:15]1[CH:20]=[CH:19][C:18]([F:21])=[C:17]([Cl:22])[CH:16]=1, predict the reactants needed to synthesize it. The reactants are: [Br:1][C:2]1[CH:3]=[C:4]([NH:23][CH2:24][C:25]2[CH:30]=[CH:29]C=[CH:27][N:26]=2)[CH:5]=[C:6]2[C:11]=1[N:10]=[CH:9][C:8]([C:12]#[N:13])=[C:7]2[NH:14][C:15]1[CH:20]=[CH:19][C:18]([F:21])=[C:17]([Cl:22])[CH:16]=1.[CH3:31][N:32]1C(C)=C(C=O)N=C1.[BH3-]C#N.[Na+]. (6) Given the product [Br:1][C:2]1[CH:7]=[C:6]([C:8]2[S:9][C:10]3[CH:16]=[C:15]([OH:17])[CH:14]=[CH:13][C:11]=3[N:12]=2)[CH:5]=[CH:4][N:3]=1, predict the reactants needed to synthesize it. The reactants are: [Br:1][C:2]1[CH:7]=[C:6]([C:8]2[S:9][C:10]3[CH:16]=[C:15]([O:17]C)[CH:14]=[CH:13][C:11]=3[N:12]=2)[CH:5]=[CH:4][N:3]=1.B(Br)(Br)Br.O. (7) Given the product [Cl:2][C:3]1[CH:8]=[CH:7][C:6]([CH:9]([CH2:13][C:14]2[CH:15]=[CH:16][C:17]([Cl:20])=[CH:18][CH:19]=2)[CH:10]([NH:12][C:35]([C:29]2([O:28][C:25]3[CH:24]=[CH:23][C:22]([Cl:21])=[CH:27][CH:26]=3)[CH2:34][CH2:33][CH2:32][CH2:31][CH2:30]2)=[O:36])[CH3:11])=[CH:5][CH:4]=1, predict the reactants needed to synthesize it. The reactants are: Cl.[Cl:2][C:3]1[CH:8]=[CH:7][C:6]([CH:9]([CH2:13][C:14]2[CH:19]=[CH:18][C:17]([Cl:20])=[CH:16][CH:15]=2)[CH:10]([NH2:12])[CH3:11])=[CH:5][CH:4]=1.[Cl:21][C:22]1[CH:27]=[CH:26][C:25]([O:28][C:29]2([C:35](O)=[O:36])[CH2:34][CH2:33][CH2:32][CH2:31][CH2:30]2)=[CH:24][CH:23]=1.C(N(CC)C(C)C)(C)C.